This data is from Catalyst prediction with 721,799 reactions and 888 catalyst types from USPTO. The task is: Predict which catalyst facilitates the given reaction. (1) Reactant: Br[CH2:2][C:3]1[CH:10]=[C:9]([O:11][CH3:12])[CH:8]=[CH:7][C:4]=1[C:5]#[N:6].[C:13](#[N:15])C.[C-]#N.[K+].O. Product: [C:13]([CH2:2][C:3]1[CH:10]=[C:9]([O:11][CH3:12])[CH:8]=[CH:7][C:4]=1[C:5]#[N:6])#[N:15]. The catalyst class is: 8. (2) Reactant: [CH3:1][N:2]1[C:6]([NH2:7])=[CH:5][C:4]([C:8]2[CH:13]=[CH:12][CH:11]=[CH:10][N:9]=2)=[N:3]1.[Br:14][C:15]1[CH:22]=[CH:21][C:18]([CH:19]=O)=[C:17]([CH3:23])[CH:16]=1.O.CC1C=CC(S(O)(=O)=O)=CC=1. Product: [Br:14][C:15]1[CH:22]=[CH:21][C:18]([CH:19]=[C:5]2[C:6](=[NH:7])[N:2]([CH3:1])[N:3]=[C:4]2[C:8]2[CH:13]=[CH:12][CH:11]=[CH:10][N:9]=2)=[C:17]([CH3:23])[CH:16]=1. The catalyst class is: 23. (3) Reactant: C([O:3][C:4](=O)[CH2:5][C:6]1[N:7]=[C:8]([CH2:13][N:14]2[CH2:19][CH2:18][N:17]([S:20]([C:23]3[S:27][C:26]4[CH:28]=[C:29]([Cl:32])[CH:30]=[CH:31][C:25]=4[CH:24]=3)(=[O:22])=[O:21])[CH2:16][C:15]2=[O:33])[S:9][C:10]=1[CH2:11][NH2:12])C. Product: [Cl:32][C:29]1[CH:30]=[CH:31][C:25]2[CH:24]=[C:23]([S:20]([N:17]3[CH2:18][CH2:19][N:14]([CH2:13][C:8]4[S:9][C:10]5[CH2:11][NH:12][C:4](=[O:3])[CH2:5][C:6]=5[N:7]=4)[C:15](=[O:33])[CH2:16]3)(=[O:22])=[O:21])[S:27][C:26]=2[CH:28]=1. The catalyst class is: 14. (4) Reactant: [NH2:1][C:2]1[NH:7][C:6](=[O:8])[NH:5][C:4](=[O:9])[CH:3]=1.[C:10]([O-])(=O)[CH3:11].[Na+].ClCC=O. Product: [N:7]1[C:2]2[NH:1][CH:10]=[CH:11][C:3]=2[C:4]([OH:9])=[N:5][C:6]=1[OH:8]. The catalyst class is: 6. (5) Reactant: [C:1]([O:5][C:6](=[O:36])[NH:7][CH:8]([CH2:29][C:30]1[CH:35]=[CH:34][CH:33]=[CH:32][CH:31]=1)[CH:9]([OH:28])[CH2:10][N:11]([CH2:24][CH:25]([CH3:27])[CH3:26])[S:12]([C:15]1[CH:20]=[CH:19][C:18]([N+:21]([O-])=O)=[CH:17][CH:16]=1)(=[O:14])=[O:13])([CH3:4])([CH3:3])[CH3:2]. Product: [C:1]([O:5][C:6](=[O:36])[NH:7][CH:8]([CH2:29][C:30]1[CH:31]=[CH:32][CH:33]=[CH:34][CH:35]=1)[CH:9]([OH:28])[CH2:10][N:11]([CH2:24][CH:25]([CH3:26])[CH3:27])[S:12]([C:15]1[CH:20]=[CH:19][C:18]([NH2:21])=[CH:17][CH:16]=1)(=[O:14])=[O:13])([CH3:3])([CH3:4])[CH3:2]. The catalyst class is: 178. (6) Reactant: C[O:2][C:3](=[O:22])/[C:4](/[C:11]1[CH:16]=[CH:15][C:14]([S:17]([CH3:20])(=[O:19])=[O:18])=[C:13]([Cl:21])[CH:12]=1)=[N:5]/[O:6][CH2:7][CH:8]([CH3:10])[CH3:9].[OH-].[Li+]. Product: [Cl:21][C:13]1[CH:12]=[C:11](/[C:4](=[N:5]\[O:6][CH2:7][CH:8]([CH3:10])[CH3:9])/[C:3]([OH:22])=[O:2])[CH:16]=[CH:15][C:14]=1[S:17]([CH3:20])(=[O:19])=[O:18]. The catalyst class is: 5.